From a dataset of Full USPTO retrosynthesis dataset with 1.9M reactions from patents (1976-2016). Predict the reactants needed to synthesize the given product. (1) Given the product [CH2:1]([O:8][CH2:9][CH2:10][O:11][C:12]1[CH:21]=[C:20]2[C:15]([C:16](=[O:36])[NH:17][C:18]([C:22]3[CH:23]=[CH:24][C:25]4[O:29][C:28]([CH2:30][OH:31])=[CH:27][C:26]=4[CH:35]=3)=[N:19]2)=[C:14]([O:37][CH3:38])[CH:13]=1)[C:2]1[CH:7]=[CH:6][CH:5]=[CH:4][CH:3]=1, predict the reactants needed to synthesize it. The reactants are: [CH2:1]([O:8][CH2:9][CH2:10][O:11][C:12]1[CH:21]=[C:20]2[C:15]([C:16](=[O:36])[NH:17][C:18]([C:22]3[CH:23]=[CH:24][C:25]4[O:29][C:28]([CH2:30][O:31]COC)=[CH:27][C:26]=4[CH:35]=3)=[N:19]2)=[C:14]([O:37][CH3:38])[CH:13]=1)[C:2]1[CH:7]=[CH:6][CH:5]=[CH:4][CH:3]=1.O.[OH-].[Na+]. (2) Given the product [CH2:1]([N:8]([C:16]12[CH2:23][CH2:22][C:19]([C:24]([C:26]3[C:27]4[CH:35]=[CH:34][N:33]([Si:36]([CH:43]([CH3:45])[CH3:44])([CH:37]([CH3:39])[CH3:38])[CH:40]([CH3:41])[CH3:42])[C:28]=4[N:29]=[CH:30][C:31]=3[Cl:32])=[O:25])([CH2:20][CH2:21]1)[CH2:18][CH2:17]2)[C:9](=[O:15])[O:10][C:11]([CH3:13])([CH3:14])[CH3:12])[C:2]1[CH:7]=[CH:6][CH:5]=[CH:4][CH:3]=1, predict the reactants needed to synthesize it. The reactants are: [CH2:1]([N:8]([C:16]12[CH2:23][CH2:22][C:19]([CH:24]([C:26]3[C:31]([Cl:32])=[CH:30][N:29]=[C:28]4[N:33]([Si:36]([CH:43]([CH3:45])[CH3:44])([CH:40]([CH3:42])[CH3:41])[CH:37]([CH3:39])[CH3:38])[CH:34]=[CH:35][C:27]=34)[OH:25])([CH2:20][CH2:21]1)[CH2:18][CH2:17]2)[C:9](=[O:15])[O:10][C:11]([CH3:14])([CH3:13])[CH3:12])[C:2]1[CH:7]=[CH:6][CH:5]=[CH:4][CH:3]=1.CC(OI1(OC(C)=O)(OC(C)=O)OC(=O)C2C=CC=CC1=2)=O.